From a dataset of NCI-60 drug combinations with 297,098 pairs across 59 cell lines. Regression. Given two drug SMILES strings and cell line genomic features, predict the synergy score measuring deviation from expected non-interaction effect. (1) Cell line: CCRF-CEM. Drug 1: C1=CC(=C2C(=C1NCCNCCO)C(=O)C3=C(C=CC(=C3C2=O)O)O)NCCNCCO. Synergy scores: CSS=41.5, Synergy_ZIP=-0.245, Synergy_Bliss=-1.84, Synergy_Loewe=-1.65, Synergy_HSA=-1.44. Drug 2: C#CCC(CC1=CN=C2C(=N1)C(=NC(=N2)N)N)C3=CC=C(C=C3)C(=O)NC(CCC(=O)O)C(=O)O. (2) Drug 1: CC1=C(C=C(C=C1)C(=O)NC2=CC(=CC(=C2)C(F)(F)F)N3C=C(N=C3)C)NC4=NC=CC(=N4)C5=CN=CC=C5. Drug 2: CC1CCC2CC(C(=CC=CC=CC(CC(C(=O)C(C(C(=CC(C(=O)CC(OC(=O)C3CCCCN3C(=O)C(=O)C1(O2)O)C(C)CC4CCC(C(C4)OC)O)C)C)O)OC)C)C)C)OC. Cell line: SNB-75. Synergy scores: CSS=4.84, Synergy_ZIP=5.29, Synergy_Bliss=6.40, Synergy_Loewe=-4.19, Synergy_HSA=-2.79.